Dataset: Full USPTO retrosynthesis dataset with 1.9M reactions from patents (1976-2016). Task: Predict the reactants needed to synthesize the given product. (1) Given the product [C:1]([O:5][C:6]([NH:8][NH:9][CH2:10][C:11]1[CH:12]=[C:13]2[C:17](=[CH:18][CH:19]=1)[NH:16][CH:15]=[C:14]2[CH2:20][CH2:21][N:22]([CH3:24])[CH3:23])=[O:7])([CH3:4])([CH3:3])[CH3:2], predict the reactants needed to synthesize it. The reactants are: [C:1]([O:5][C:6]([NH:8][N:9]=[CH:10][C:11]1[CH:12]=[C:13]2[C:17](=[CH:18][CH:19]=1)[NH:16][CH:15]=[C:14]2[CH2:20][CH2:21][N:22]([CH3:24])[CH3:23])=[O:7])([CH3:4])([CH3:3])[CH3:2]. (2) Given the product [CH2:11]([N:15]([CH2:19][CH2:20][CH2:21][CH3:22])[CH2:16][CH2:17][OH:18])[CH2:12][CH2:13][CH3:14].[B:1]([O:4][CH2:9][CH:7]([CH2:6][OH:5])[OH:8])([OH:3])[OH:2], predict the reactants needed to synthesize it. The reactants are: [B:1]([OH:4])([OH:3])[OH:2].[OH:5][CH2:6][CH:7]([CH2:9]O)[OH:8].[CH2:11]([N:15]([CH2:19][CH2:20][CH2:21][CH3:22])[CH2:16][CH2:17][OH:18])[CH2:12][CH2:13][CH3:14]. (3) Given the product [Cl:22][CH2:21][O:17][C:7]1[C:8]([C@@H:12]([CH:14]2[CH2:16][CH2:15]2)[CH3:13])=[CH:9][CH:10]=[CH:11][C:6]=1[C@@H:4]([CH:1]1[CH2:2][CH2:3]1)[CH3:5], predict the reactants needed to synthesize it. The reactants are: [CH:1]1([C@H:4]([C:6]2[CH:11]=[CH:10][CH:9]=[C:8]([C@@H:12]([CH:14]3[CH2:16][CH2:15]3)[CH3:13])[C:7]=2[OH:17])[CH3:5])[CH2:3][CH2:2]1.[OH-].[Na+].Br[CH2:21][Cl:22]. (4) Given the product [CH2:9]([N:16]1[C:22](=[O:23])[C@H:20]([OH:21])[C@@H:18]([OH:19])[C:17]1=[O:25])[C:10]1[CH:15]=[CH:14][CH:13]=[CH:12][CH:11]=1, predict the reactants needed to synthesize it. The reactants are: C1(C)C(C)=CC=CC=1.[CH2:9]([NH2:16])[C:10]1[CH:15]=[CH:14][CH:13]=[CH:12][CH:11]=1.[C:17](O)(=[O:25])[C@@H:18]([C@H:20]([C:22](O)=[O:23])[OH:21])[OH:19].CO. (5) The reactants are: I[C:2]1[CH:3]=[CH:4][C:5]2[CH:18]3[CH2:19][CH:16]([CH2:17]3)[C:8]3[N:9]([CH3:15])[C:10]([C:12]([NH2:14])=[O:13])=[N:11][C:7]=3[C:6]=2[CH:20]=1.[N:21]1[CH:26]=[CH:25][CH:24]=[N:23][C:22]=1[C@:27]([OH:31])([C:29]#[CH:30])[CH3:28]. Given the product [OH:31][C@:27]([C:22]1[N:21]=[CH:26][CH:25]=[CH:24][N:23]=1)([CH3:28])[C:29]#[C:30][C:2]1[CH:3]=[CH:4][C:5]2[CH:18]3[CH2:19][CH:16]([CH2:17]3)[C:8]3[N:9]([CH3:15])[C:10]([C:12]([NH2:14])=[O:13])=[N:11][C:7]=3[C:6]=2[CH:20]=1, predict the reactants needed to synthesize it. (6) Given the product [C:15]1([O:14][CH2:13][CH2:12][CH2:11][N:4]2[C:5]3[C:10](=[CH:9][CH:8]=[CH:7][CH:6]=3)[C:2](/[CH:30]=[CH:31]/[C:32]3[CH:37]=[CH:36][CH:35]=[CH:34][CH:33]=3)=[C:3]2[C:25]([OH:27])=[O:26])[C:24]2[C:19](=[CH:20][CH:21]=[CH:22][CH:23]=2)[CH:18]=[CH:17][CH:16]=1, predict the reactants needed to synthesize it. The reactants are: Br[C:2]1[C:10]2[C:5](=[CH:6][CH:7]=[CH:8][CH:9]=2)[N:4]([CH2:11][CH2:12][CH2:13][O:14][C:15]2[C:24]3[C:19](=[CH:20][CH:21]=[CH:22][CH:23]=3)[CH:18]=[CH:17][CH:16]=2)[C:3]=1[C:25]([O:27]CC)=[O:26].[CH:30](/B(O)O)=[CH:31]\[C:32]1[CH:37]=[CH:36][CH:35]=[CH:34][CH:33]=1.[Li+].[OH-]. (7) Given the product [Cl:21][C:22]1[CH:23]=[C:24]([NH:28][C:29]2[S:1][C:2]3=[N:6][N:5]=[C:4]([C@H:7]([NH:9][C:10](=[O:19])[O:11][CH2:12][C:13]4[CH:18]=[CH:17][CH:16]=[CH:15][CH:14]=4)[CH3:8])[N:3]3[N:20]=2)[CH:25]=[CH:26][CH:27]=1, predict the reactants needed to synthesize it. The reactants are: [SH:1][C:2]1[N:3]([NH2:20])[C:4]([C@H:7]([NH:9][C:10](=[O:19])[O:11][CH2:12][C:13]2[CH:18]=[CH:17][CH:16]=[CH:15][CH:14]=2)[CH3:8])=[N:5][N:6]=1.[Cl:21][C:22]1[CH:23]=[C:24]([N:28]=[C:29]=S)[CH:25]=[CH:26][CH:27]=1.C1(N=C=NC2CCCCC2)CCCCC1. (8) Given the product [CH2:1]([N:8]([C:41]([O:43][C:44]([CH3:47])([CH3:46])[CH3:45])=[O:42])[C@H:9]([C:28]1[CH:29]=[CH:30][CH:31]=[CH:32][CH:33]=1)[C@H:10]([O:20][CH2:21][C:22]1[CH:23]=[CH:24][CH:25]=[CH:26][CH:27]=1)[CH2:11][O:12][CH2:13][C:14]1[CH:15]=[CH:16][CH:17]=[CH:18][CH:19]=1)[C:2]1[CH:3]=[CH:4][CH:5]=[CH:6][CH:7]=1, predict the reactants needed to synthesize it. The reactants are: [CH2:1]([NH:8][C@H:9]([C:28]1[CH:33]=[CH:32][CH:31]=[CH:30][CH:29]=1)[C@H:10]([O:20][CH2:21][C:22]1[CH:27]=[CH:26][CH:25]=[CH:24][CH:23]=1)[CH2:11][O:12][CH2:13][C:14]1[CH:19]=[CH:18][CH:17]=[CH:16][CH:15]=1)[C:2]1[CH:7]=[CH:6][CH:5]=[CH:4][CH:3]=1.C(NC(C)C)(C)C.[C:41](O[C:41]([O:43][C:44]([CH3:47])([CH3:46])[CH3:45])=[O:42])([O:43][C:44]([CH3:47])([CH3:46])[CH3:45])=[O:42].COC(C)(C)C.